This data is from Forward reaction prediction with 1.9M reactions from USPTO patents (1976-2016). The task is: Predict the product of the given reaction. (1) Given the reactants [CH3:1][C:2]([C:8]1[S:9][CH:10]=[CH:11][CH:12]=1)([CH3:7])[C:3]([NH:5][NH2:6])=[O:4].[CH:13]1([C:16](Cl)=[O:17])[CH2:15][CH2:14]1.C(N(CC)CC)C, predict the reaction product. The product is: [CH3:7][C:2]([C:8]1[S:9][CH:10]=[CH:11][CH:12]=1)([CH3:1])[C:3]([NH:5][NH:6][C:16]([CH:13]1[CH2:15][CH2:14]1)=[O:17])=[O:4]. (2) Given the reactants C(N1CCC(C2C=CC=C(OCCCOC3CCCCO3)C=2)C(OCC2C=CC3C(=CC=CC=3)C=2)C1)C1C=CC=CC=1.ClC(OCC(Cl)(Cl)Cl)=O.[CH:52]1[C:61]2[C:56](=[CH:57][CH:58]=[CH:59][CH:60]=2)[CH:55]=[CH:54][C:53]=1[CH2:62][O:63][CH:64]1[CH:69]([C:70]2[CH:75]=[CH:74][CH:73]=[C:72]([O:76][CH2:77][CH2:78][CH2:79][O:80]C3CCCCO3)[CH:71]=2)[CH2:68][CH2:67][N:66]([C:87]([O:89][CH2:90][C:91]([Cl:94])([Cl:93])[Cl:92])=[O:88])[CH2:65]1, predict the reaction product. The product is: [OH:80][CH2:79][CH2:78][CH2:77][O:76][C:72]1[CH:71]=[C:70]([CH:69]2[CH2:68][CH2:67][N:66]([C:87]([O:89][CH2:90][C:91]([Cl:92])([Cl:93])[Cl:94])=[O:88])[CH2:65][CH:64]2[O:63][CH2:62][C:53]2[CH:54]=[CH:55][C:56]3[C:61](=[CH:60][CH:59]=[CH:58][CH:57]=3)[CH:52]=2)[CH:75]=[CH:74][CH:73]=1. (3) The product is: [C:15]([C:17]1[CH:21]=[C:20]([CH2:22][C:23]([NH:26][C:27](=[O:33])[O:28][C:29]([CH3:32])([CH3:31])[CH3:30])([CH3:25])[CH3:24])[N:19]([CH2:34][CH2:35][CH3:36])[N:18]=1)#[N:14]. Given the reactants FC(F)(F)C(OC(=O)C(F)(F)F)=O.[NH2:14][C:15]([C:17]1[CH:21]=[C:20]([CH2:22][C:23]([NH:26][C:27](=[O:33])[O:28][C:29]([CH3:32])([CH3:31])[CH3:30])([CH3:25])[CH3:24])[N:19]([CH2:34][CH2:35][CH3:36])[N:18]=1)=O.C(N(CC)CC)C, predict the reaction product. (4) Given the reactants Br[C:2]1[CH:3]=[C:4]([CH2:8][CH2:9][O:10][Si:11]([C:14]([CH3:17])([CH3:16])[CH3:15])([CH3:13])[CH3:12])[CH:5]=[CH:6][CH:7]=1.[Li]CCCC.[CH3:23][C:24](N(C)C)=[O:25].Cl, predict the reaction product. The product is: [Si:11]([O:10][CH2:9][CH2:8][C:4]1[CH:3]=[C:2]([C:24](=[O:25])[CH3:23])[CH:7]=[CH:6][CH:5]=1)([C:14]([CH3:17])([CH3:16])[CH3:15])([CH3:13])[CH3:12]. (5) The product is: [CH2:14]([O:13][CH2:12][CH2:11][CH2:10][CH2:9][N:1]1[CH2:6][CH2:5][C:4](=[O:7])[CH2:3][CH2:2]1)[CH2:15][CH3:16]. Given the reactants [NH:1]1[CH2:6][CH2:5][C:4](=[O:7])[CH2:3][CH2:2]1.Cl[CH2:9][CH2:10][CH2:11][CH2:12][O:13][CH2:14][CH2:15][CH3:16], predict the reaction product. (6) Given the reactants [CH3:1][O:2][C:3](=[O:14])[CH2:4][CH:5]1[C:13]2[C:8](=[CH:9][CH:10]=[CH:11][CH:12]=2)[CH2:7][NH:6]1.[CH3:15][C:16]([CH3:18])=O.C(O[BH-](OC(=O)C)OC(=O)C)(=O)C.[Na+], predict the reaction product. The product is: [CH3:1][O:2][C:3](=[O:14])[CH2:4][CH:5]1[C:13]2[C:8](=[CH:9][CH:10]=[CH:11][CH:12]=2)[CH2:7][N:6]1[CH:16]([CH3:18])[CH3:15].